Task: Predict the product of the given reaction.. Dataset: Forward reaction prediction with 1.9M reactions from USPTO patents (1976-2016) (1) Given the reactants [N:1]1[N:5]2[CH2:6][CH2:7][CH2:8][NH:9][C:4]2=[C:3]([CH2:10][CH2:11][C:12]([O:14]CC)=O)[CH:2]=1.[NH3:17], predict the reaction product. The product is: [N:1]1[N:5]2[CH2:6][CH2:7][CH2:8][NH:9][C:4]2=[C:3]([CH2:10][CH2:11][C:12]([NH2:17])=[O:14])[CH:2]=1. (2) Given the reactants [NH2:1][C:2]1[CH:3]=[C:4]([NH:16][C:17](=[O:19])[CH3:18])[CH:5]=[CH:6][C:7]=1[NH:8][CH2:9][CH:10]1[CH2:15][CH2:14][CH2:13][CH2:12][CH2:11]1.[CH3:20][C:21]([CH3:26])([CH3:25])[C:22](Cl)=O, predict the reaction product. The product is: [C:21]([C:26]1[N:8]([CH2:9][CH:10]2[CH2:15][CH2:14][CH2:13][CH2:12][CH2:11]2)[C:7]2[CH:6]=[CH:5][C:4]([NH:16][C:17](=[O:19])[CH3:18])=[CH:3][C:2]=2[N:1]=1)([CH3:25])([CH3:22])[CH3:20]. (3) Given the reactants [CH2:1]([N:3]1[C:11]2[C:6](=[CH:7][C:8]([F:12])=[CH:9][CH:10]=2)[C:5]([CH3:13])=[C:4]1[C:14]([OH:16])=O)[CH3:2].C[O:18][C:19](=[O:39])[CH2:20][CH2:21][C:22]1[CH:27]=[CH:26][C:25]([O:28][C:29]2[CH:34]=[C:33]([F:35])[CH:32]=[C:31]([CH2:36][NH2:37])[CH:30]=2)=[CH:24][C:23]=1[CH3:38], predict the reaction product. The product is: [CH2:1]([N:3]1[C:11]2[C:6](=[CH:7][C:8]([F:12])=[CH:9][CH:10]=2)[C:5]([CH3:13])=[C:4]1[C:14]([NH:37][CH2:36][C:31]1[CH:30]=[C:29]([CH:34]=[C:33]([F:35])[CH:32]=1)[O:28][C:25]1[CH:26]=[CH:27][C:22]([CH2:21][CH2:20][C:19]([OH:39])=[O:18])=[C:23]([CH3:38])[CH:24]=1)=[O:16])[CH3:2]. (4) Given the reactants [C:1]([N:5]1[CH2:40][CH2:39][CH2:38][CH2:37][C:8]2[C:9]([C:32]3[S:33][CH:34]=[CH:35][CH:36]=3)=[C:10]3[C:19]4[CH:18]=[C:17]([N:20]5[CH:24]=[C:23]([CH2:25][C@H:26]([OH:29])[CH2:27][OH:28])[N:22]=[N:21]5)[C:16]([O:30][CH3:31])=[CH:15][C:14]=4[CH2:13][CH2:12][N:11]3[C:7]=2[C:6]1=[O:41])([CH3:4])([CH3:3])[CH3:2].CC1(C)O[C@H](CC#C)CO1, predict the reaction product. The product is: [C:1]([N:5]1[CH2:40][CH2:39][CH2:38][CH2:37][C:8]2[C:9]([C:32]3[S:33][CH:34]=[CH:35][CH:36]=3)=[C:10]3[C:19]4[CH:18]=[C:17]([N:20]5[CH:24]=[C:23]([CH2:25][C@@H:26]([OH:29])[CH2:27][OH:28])[N:22]=[N:21]5)[C:16]([O:30][CH3:31])=[CH:15][C:14]=4[CH2:13][CH2:12][N:11]3[C:7]=2[C:6]1=[O:41])([CH3:4])([CH3:2])[CH3:3].